From a dataset of Forward reaction prediction with 1.9M reactions from USPTO patents (1976-2016). Predict the product of the given reaction. (1) Given the reactants Cl[CH2:2][CH2:3][C:4]1[CH:5]=[CH:6][C:7]2[O:12][CH2:11][C:10](=[O:13])[N:9]([CH3:14])[C:8]=2[C:15]=1[F:16].[I-].[Na+].C(=O)([O-])[O-].[Na+].[Na+].[CH3:25][C:26]1[CH:35]=[CH:34][C:33]2[C:28](=[CH:29][CH:30]=[CH:31][C:32]=2[N:36]2[CH2:41][CH2:40][NH:39][CH2:38][CH2:37]2)[N:27]=1, predict the reaction product. The product is: [F:16][C:15]1[C:8]2[N:9]([CH3:14])[C:10](=[O:13])[CH2:11][O:12][C:7]=2[CH:6]=[CH:5][C:4]=1[CH2:3][CH2:2][N:39]1[CH2:40][CH2:41][N:36]([C:32]2[CH:31]=[CH:30][CH:29]=[C:28]3[C:33]=2[CH:34]=[CH:35][C:26]([CH3:25])=[N:27]3)[CH2:37][CH2:38]1. (2) Given the reactants [BrH:1].[C:2]([C:6]1[CH:12]=[CH:11][CH:10]=[CH:9][C:7]=1N)([CH3:5])([CH3:4])[CH3:3].N([O-])=O.[Na+].O.O.O.O.O.O.O.O.O.O.C(=O)([O-])[O-].[Na+].[Na+], predict the reaction product. The product is: [Br:1][C:7]1[CH:9]=[CH:10][CH:11]=[CH:12][C:6]=1[C:2]([CH3:5])([CH3:4])[CH3:3]. (3) Given the reactants Br[C:2]1[CH:7]=[CH:6][C:5]([C:8]2[N:12]([CH2:13][C@@H:14]3[CH2:18][CH2:17][N:16]([C:19]([CH:21]4[CH2:23][CH2:22]4)=[O:20])[CH2:15]3)[C:11]3[CH:24]=[CH:25][C:26]([C:28]([F:31])([F:30])[F:29])=[CH:27][C:10]=3[N:9]=2)=[CH:4][CH:3]=1.C([O-])(=O)C.[K+].CC1(C)C(C)(C)OB(B2OC(C)(C)C(C)(C)O2)O1.Br[C:56]1[CH:57]=[C:58]2[C:62](=[CH:63][CH:64]=1)[NH:61][C:60]([CH3:65])=[CH:59]2.C(=O)([O-])[O-].[K+].[K+], predict the reaction product. The product is: [CH:21]1([C:19]([N:16]2[CH2:17][CH2:18][C@@H:14]([CH2:13][N:12]3[C:11]4[CH:24]=[CH:25][C:26]([C:28]([F:31])([F:30])[F:29])=[CH:27][C:10]=4[N:9]=[C:8]3[C:5]3[CH:6]=[CH:7][C:2]([C:56]4[CH:57]=[C:58]5[C:62](=[CH:63][CH:64]=4)[NH:61][C:60]([CH3:65])=[CH:59]5)=[CH:3][CH:4]=3)[CH2:15]2)=[O:20])[CH2:23][CH2:22]1. (4) Given the reactants [CH2:1]([C@@H:3]1[C:7]2[N:8](S(C3C=CC(C)=CC=3)(=O)=O)[CH:9]=[CH:10][C:6]=2[C:5](=[O:21])[NH:4]1)[CH3:2].C(=O)([O-])[O-].[K+].[K+], predict the reaction product. The product is: [CH2:1]([C@@H:3]1[C:7]2[NH:8][CH:9]=[CH:10][C:6]=2[C:5](=[O:21])[NH:4]1)[CH3:2]. (5) Given the reactants C([O:8][C:9]1[C:14]([NH:15][C:16](=[O:21])[C:17]([F:20])([F:19])[F:18])=[CH:13][C:12]([CH2:22][CH2:23][C:24]([O:26][CH3:27])=[O:25])=[CH:11][C:10]=1[C:28]1[CH:37]=[CH:36][C:35]2[C:30](=[CH:31][CH:32]=[CH:33][CH:34]=2)[CH:29]=1)C1C=CC=CC=1, predict the reaction product. The product is: [OH:8][C:9]1[C:14]([NH:15][C:16](=[O:21])[C:17]([F:18])([F:19])[F:20])=[CH:13][C:12]([CH2:22][CH2:23][C:24]([O:26][CH3:27])=[O:25])=[CH:11][C:10]=1[C:28]1[CH:37]=[CH:36][C:35]2[C:30](=[CH:31][CH:32]=[CH:33][CH:34]=2)[CH:29]=1. (6) Given the reactants [Cl:1][C:2]1[CH:7]=[C:6]([Cl:8])[CH:5]=[CH:4][C:3]=1[CH2:9][CH2:10][CH2:11][O:12][C:13]1[C:14]2[N:15]([C:19]([C:26](OCC)=[O:27])=[C:20]([C:22]([F:25])([F:24])[F:23])[N:21]=2)[CH:16]=[CH:17][CH:18]=1.B.[OH-].[Na+].O, predict the reaction product. The product is: [Cl:1][C:2]1[CH:7]=[C:6]([Cl:8])[CH:5]=[CH:4][C:3]=1[CH2:9][CH2:10][CH2:11][O:12][C:13]1[C:14]2[N:15]([C:19]([CH2:26][OH:27])=[C:20]([C:22]([F:24])([F:23])[F:25])[N:21]=2)[CH:16]=[CH:17][CH:18]=1. (7) Given the reactants [CH:1]1[C:13]2[CH:12]([CH2:14][O:15][C:16]([NH:18][C@H:19]([C:41]([OH:43])=[O:42])[CH2:20][CH2:21][CH2:22][NH:23][C:24](=[NH:40])[NH:25][C:26]3[C:27]([CH3:39])=[C:28]([CH3:38])[C:29]4[O:33][C:32]([CH3:35])([CH3:34])[CH2:31][C:30]=4[C:36]=3[CH3:37])=[O:17])[C:11]3[C:6](=[CH:7][CH:8]=[CH:9][CH:10]=3)[C:5]=2[CH:4]=[CH:3][CH:2]=1.C(=O)([O-])[O-].[Cs+].[Cs+].[CH2:50](Br)[CH:51]=[CH2:52].OS([O-])(=O)=O.[K+], predict the reaction product. The product is: [CH2:52]([O:42][C:41](=[O:43])[C@H:19]([CH2:20][CH2:21][CH2:22][NH:23][C:24](=[NH:40])[NH:25][C:26]1[C:27]([CH3:39])=[C:28]([CH3:38])[C:29]2[O:33][C:32]([CH3:35])([CH3:34])[CH2:31][C:30]=2[C:36]=1[CH3:37])[NH:18][C:16]([O:15][CH2:14][CH:12]1[C:11]2[CH:10]=[CH:9][CH:8]=[CH:7][C:6]=2[C:5]2[C:13]1=[CH:1][CH:2]=[CH:3][CH:4]=2)=[O:17])[CH:51]=[CH2:50].